Dataset: Full USPTO retrosynthesis dataset with 1.9M reactions from patents (1976-2016). Task: Predict the reactants needed to synthesize the given product. (1) Given the product [CH:14]1[C:15]2[C:10](=[CH:9][C:8]3[C:3]([C:2]=2[C:26]2[CH:27]=[CH:28][C:23]([C:21]4[CH:20]=[N:19][CH:18]=[C:17]([CH3:16])[CH:22]=4)=[CH:24][CH:25]=2)=[CH:4][CH:5]=[CH:6][CH:7]=3)[CH:11]=[CH:12][CH:13]=1, predict the reactants needed to synthesize it. The reactants are: Br[C:2]1[C:3]2[C:8]([CH:9]=[C:10]3[C:15]=1[CH:14]=[CH:13][CH:12]=[CH:11]3)=[CH:7][CH:6]=[CH:5][CH:4]=2.[CH3:16][C:17]1[CH:18]=[N:19][CH:20]=[C:21]([C:23]2[CH:28]=[CH:27][C:26](B3OC(C)(C)C(C)(C)O3)=[CH:25][CH:24]=2)[CH:22]=1.P([O-])([O-])([O-])=O.[K+].[K+].[K+].CC1C=CC(C)=CC=1C. (2) Given the product [F:21][C:10]1[CH:11]=[C:12]([S:15]([CH3:20])(=[N:17][C:18]#[N:19])=[O:16])[CH:13]=[CH:14][C:9]=1[CH2:8][NH2:7], predict the reactants needed to synthesize it. The reactants are: C(OC(=O)[NH:7][CH2:8][C:9]1[CH:14]=[CH:13][C:12]([S:15]([CH3:20])(=[N:17][C:18]#[N:19])=[O:16])=[CH:11][C:10]=1[F:21])(C)(C)C.Cl.C(OCC)(=O)C. (3) Given the product [Br:1][C:2]1[CH:11]=[CH:10][C:5]2[N:6]=[C:7]([CH3:9])[N:8]([C:12]([O:14][C:15]([CH3:18])([CH3:17])[CH3:16])=[O:13])[C:4]=2[CH:3]=1, predict the reactants needed to synthesize it. The reactants are: [Br:1][C:2]1[CH:11]=[CH:10][C:5]2[N:6]=[C:7]([CH3:9])[NH:8][C:4]=2[CH:3]=1.[C:12](O[C:12]([O:14][C:15]([CH3:18])([CH3:17])[CH3:16])=[O:13])([O:14][C:15]([CH3:18])([CH3:17])[CH3:16])=[O:13]. (4) Given the product [CH3:15][S:12]([N:9]1[CH2:10][CH2:11][CH:6]([CH2:5][C:4]([OH:16])=[O:3])[CH2:7][CH2:8]1)(=[O:14])=[O:13], predict the reactants needed to synthesize it. The reactants are: C([O:3][C:4](=[O:16])[CH2:5][CH:6]1[CH2:11][CH2:10][N:9]([S:12]([CH3:15])(=[O:14])=[O:13])[CH2:8][CH2:7]1)C.C1COCC1.O.[OH-].[Li+]. (5) The reactants are: [CH2:1](Br)[C:2]1[CH:7]=[CH:6][CH:5]=[CH:4][CH:3]=1.[N+:9]([C:12]1[CH:13]=[C:14]2[C:18](=[CH:19][CH:20]=1)[NH:17][NH:16][C:15]2=[O:21])([O-:11])=[O:10].[OH-].[Na+].Cl. Given the product [CH2:1]([N:17]1[C:18]2[C:14](=[CH:13][C:12]([N+:9]([O-:11])=[O:10])=[CH:20][CH:19]=2)[C:15](=[O:21])[NH:16]1)[C:2]1[CH:7]=[CH:6][CH:5]=[CH:4][CH:3]=1, predict the reactants needed to synthesize it.